Dataset: Full USPTO retrosynthesis dataset with 1.9M reactions from patents (1976-2016). Task: Predict the reactants needed to synthesize the given product. (1) Given the product [CH3:1][N:2]1[C:7](=[O:8])[CH:6]=[CH:5][C:4]([C:9](=[O:31])[CH2:10][C@H:11]([C:19]2[CH:24]=[CH:23][C:22]([CH:25]3[CH2:26][CH2:27][N:28]([S:33]([CH3:32])(=[O:35])=[O:34])[CH2:29][CH2:30]3)=[CH:21][CH:20]=2)[C:12]2[CH:17]=[CH:16][CH:15]=[CH:14][C:13]=2[CH3:18])=[N:3]1, predict the reactants needed to synthesize it. The reactants are: [CH3:1][N:2]1[C:7](=[O:8])[CH:6]=[CH:5][C:4]([C:9](=[O:31])[CH2:10][C@H:11]([C:19]2[CH:24]=[CH:23][C:22]([CH:25]3[CH2:30][CH2:29][NH:28][CH2:27][CH2:26]3)=[CH:21][CH:20]=2)[C:12]2[CH:17]=[CH:16][CH:15]=[CH:14][C:13]=2[CH3:18])=[N:3]1.[CH3:32][S:33](Cl)(=[O:35])=[O:34]. (2) Given the product [CH2:1]([C:4]1[C:13]2[C:8](=[CH:9][C:10]([S:24]([C:27]3[CH:28]=[CH:29][C:30]([CH3:33])=[CH:31][CH:32]=3)(=[O:25])=[O:26])=[CH:11][C:12]=2[S:14]([C:17]2[CH:18]=[CH:19][C:20]([CH3:23])=[CH:21][CH:22]=2)(=[O:16])=[O:15])[O:7][C:6](=[S:36])[CH:5]=1)[CH2:2][CH3:3], predict the reactants needed to synthesize it. The reactants are: [CH2:1]([C:4]1[C:13]2[C:8](=[CH:9][C:10]([S:24]([C:27]3[CH:32]=[CH:31][C:30]([CH3:33])=[CH:29][CH:28]=3)(=[O:26])=[O:25])=[CH:11][C:12]=2[S:14]([C:17]2[CH:22]=[CH:21][C:20]([CH3:23])=[CH:19][CH:18]=2)(=[O:16])=[O:15])[O:7][C:6](=O)[CH:5]=1)[CH2:2][CH3:3].P12(SP3(SP(SP(S3)(S1)=S)(=S)S2)=S)=[S:36]. (3) Given the product [N:10]([CH2:2][CH2:3][CH2:4][CH2:5][CH2:6][C:7]([OH:9])=[O:8])=[N+:11]=[N-:12], predict the reactants needed to synthesize it. The reactants are: Br[CH2:2][CH2:3][CH2:4][CH2:5][CH2:6][C:7]([OH:9])=[O:8].[N-:10]=[N+:11]=[N-:12].[Na+].C(Cl)Cl. (4) Given the product [CH3:17][O:18][C:19]1[CH:26]=[C:25]([O:27][CH3:28])[CH:24]=[CH:23][C:20]=1[CH:21]=[C:9]1[C:8]2[CH:7]=[CH:6][CH:5]=[CH:4][C:3]=2[CH2:2][CH2:1][C:16]2[CH:15]=[CH:14][CH:13]=[CH:12][C:11]1=2, predict the reactants needed to synthesize it. The reactants are: [CH2:1]1[C:16]2[C:11](=[CH:12][CH:13]=[CH:14][CH:15]=2)[C:9](=O)[C:8]2[C:3](=[CH:4][CH:5]=[CH:6][CH:7]=2)[CH2:2]1.[CH3:17][O:18][C:19]1[CH:26]=[C:25]([O:27][CH3:28])[CH:24]=[CH:23][C:20]=1[CH:21]=O. (5) The reactants are: [O:1]=[C:2]1[CH2:7][CH2:6][CH2:5][C:4]2([CH2:12][CH2:11][N:10](C(OC(C)(C)C)=O)[CH2:9][CH2:8]2)[NH:3]1.C(O)(C(F)(F)F)=O. Given the product [NH:3]1[C:4]2([CH2:12][CH2:11][NH:10][CH2:9][CH2:8]2)[CH2:5][CH2:6][CH2:7][C:2]1=[O:1], predict the reactants needed to synthesize it. (6) Given the product [CH2:3]([O:13][C:15](=[O:16])[CH:17]=[CH:18][C:19]1[CH:20]=[CH:21][CH:22]=[CH:23][C:24]=1[OH:14])[CH2:4][CH2:5][CH2:6][CH2:7][CH2:8][CH2:9][CH2:10][CH:11]=[CH2:12], predict the reactants needed to synthesize it. The reactants are: [H-].[Na+].[CH2:3]([OH:13])[CH2:4][CH2:5][CH2:6][CH2:7][CH2:8][CH2:9][CH2:10][CH:11]=[CH2:12].[O:14]1[C:24]2[C:19](=[CH:20][CH:21]=[CH:22][CH:23]=2)[CH:18]=[CH:17][C:15]1=[O:16].OS(O)(=O)=O. (7) The reactants are: S(Cl)(Cl)=O.[NH:5]1[C:9]([CH2:10][CH2:11][C:12]([OH:14])=[O:13])=[CH:8][N:7]=[CH:6]1.[CH3:15]O. Given the product [NH:5]1[C:9]([CH2:10][CH2:11][C:12]([O:14][CH3:15])=[O:13])=[CH:8][N:7]=[CH:6]1, predict the reactants needed to synthesize it. (8) Given the product [CH3:17][O:16][C:10]1[CH:9]=[C:8]([C:3]2([C:4]([O:6][CH3:7])=[O:5])[CH2:21][CH:20]2/[CH:19]=[CH:18]/[C:22]2[CH:27]=[CH:26][CH:25]=[CH:24][CH:23]=2)[CH:13]=[CH:12][C:11]=1[O:14][CH3:15], predict the reactants needed to synthesize it. The reactants are: [N+](=[C:3]([C:8]1[CH:13]=[CH:12][C:11]([O:14][CH3:15])=[C:10]([O:16][CH3:17])[CH:9]=1)[C:4]([O:6][CH3:7])=[O:5])=[N-].[CH:18](/[C:22]1[CH:27]=[CH:26][CH:25]=[CH:24][CH:23]=1)=[CH:19]\[CH:20]=[CH2:21]. (9) Given the product [ClH:37].[ClH:37].[F:10][C:9]([F:12])([F:11])[C:8]([C:5]1[CH:6]=[CH:7][C:2]([N:18]2[CH2:23][CH2:22][NH:21][CH2:20][CH2:19]2)=[CH:3][CH:4]=1)([OH:17])[C:13]([F:16])([F:15])[F:14], predict the reactants needed to synthesize it. The reactants are: Br[C:2]1[CH:7]=[CH:6][C:5]([C:8]([OH:17])([C:13]([F:16])([F:15])[F:14])[C:9]([F:12])([F:11])[F:10])=[CH:4][CH:3]=1.[N:18]1(C(OC(C)(C)C)=O)[CH2:23][CH2:22][NH:21][CH2:20][CH2:19]1.CC(C)([O-])C.[Na+].[ClH:37].